Dataset: Reaction yield outcomes from USPTO patents with 853,638 reactions. Task: Predict the reaction yield, written as a fraction of the theoretical maximum amount of product (1.0 means a 100% yield; for example, 0.34 means a 34% yield). (1) The reactants are [CH3:1][C:2]([CH3:16])([CH3:15])[CH2:3][CH2:4][NH:5][CH2:6][C:7]1[S:11][C:10](B(O)O)=[CH:9][CH:8]=1.Br[C:18]1[CH:19]=[C:20]2[C:24](=[C:25]([C:27]([NH2:29])=[O:28])[CH:26]=1)[NH:23][CH:22]=[C:21]2[CH:30]1[CH2:35][CH2:34][N:33]([S:36]([CH2:39][CH3:40])(=[O:38])=[O:37])[CH2:32][CH2:31]1.C([O-])([O-])=O.[K+].[K+]. The catalyst is C1C=CC([P]([Pd]([P](C2C=CC=CC=2)(C2C=CC=CC=2)C2C=CC=CC=2)([P](C2C=CC=CC=2)(C2C=CC=CC=2)C2C=CC=CC=2)[P](C2C=CC=CC=2)(C2C=CC=CC=2)C2C=CC=CC=2)(C2C=CC=CC=2)C2C=CC=CC=2)=CC=1. The product is [CH3:1][C:2]([CH3:16])([CH3:15])[CH2:3][CH2:4][NH:5][CH2:6][C:7]1[S:11][C:10]([C:18]2[CH:19]=[C:20]3[C:24](=[C:25]([C:27]([NH2:29])=[O:28])[CH:26]=2)[NH:23][CH:22]=[C:21]3[CH:30]2[CH2:31][CH2:32][N:33]([S:36]([CH2:39][CH3:40])(=[O:37])=[O:38])[CH2:34][CH2:35]2)=[CH:9][CH:8]=1. The yield is 0.0500. (2) The reactants are [Cl:1][C:2]1[CH:3]=[C:4]([C:9]2([CH3:16])[NH:13]C(=O)N[C:10]2=[O:15])[CH:5]=[CH:6][C:7]=1[Cl:8].Cl.[OH-:18].[Na+]. No catalyst specified. The product is [ClH:1].[NH2:13][C:9]([C:4]1[CH:5]=[CH:6][C:7]([Cl:8])=[C:2]([Cl:1])[CH:3]=1)([CH3:16])[C:10]([OH:18])=[O:15]. The yield is 0.270. (3) The reactants are C([Si]([O:8][CH2:9][C:10]1[CH:15]=[C:14]([N+:16]([O-:18])=[O:17])[CH:13]=[CH:12][C:11]=1[N:19]=[C:20]=S)(C)C)(C)(C)C.[CH3:22][O:23][C:24]1[CH:31]=[CH:30][CH:29]=[CH:28][C:25]=1[CH2:26][NH2:27].O.O.O.[F-].C([N+](CCCC)(CCCC)CCCC)CCC.Cl.CN(C)CCCN=C=NCC.CN(C)CCCNC(NCC)=S. The catalyst is C(#N)C.C(OCC)(=O)C.O. The product is [CH3:22][O:23][C:24]1[CH:31]=[CH:30][CH:29]=[CH:28][C:25]=1[CH2:26][NH:27][C:20]1[O:8][CH2:9][C:10]2[CH:15]=[C:14]([N+:16]([O-:18])=[O:17])[CH:13]=[CH:12][C:11]=2[N:19]=1. The yield is 0.740. (4) The reactants are [C:1]([OH:6])(=O)[C:2]([CH3:4])=[O:3].O=S(Cl)Cl.[CH3:11][O:12][C:13]1[CH:18]=[CH:17][C:16]([NH:19][C:20]2[CH:25]=[CH:24][C:23]([O:26][CH3:27])=[CH:22][CH:21]=2)=[CH:15][CH:14]=1.N1C=CC=CC=1. The catalyst is C1COCC1. The product is [CH3:27][O:26][C:23]1[CH:22]=[CH:21][C:20]([N:19]([C:16]2[CH:17]=[CH:18][C:13]([O:12][CH3:11])=[CH:14][CH:15]=2)[C:1](=[O:6])[C:2](=[O:3])[CH3:4])=[CH:25][CH:24]=1. The yield is 0.824. (5) The reactants are C[O:2][C:3]1[CH:20]=[CH:19][C:6]2[N:7]=[C:8]([C:10]3[CH:15]=[CH:14][C:13]([N+:16]([O-:18])=[O:17])=[CH:12][CH:11]=3)[S:9][C:5]=2[CH:4]=1.B(Br)(Br)Br. The catalyst is C(Cl)Cl. The product is [N+:16]([C:13]1[CH:12]=[CH:11][C:10]([C:8]2[S:9][C:5]3[CH:4]=[C:3]([OH:2])[CH:20]=[CH:19][C:6]=3[N:7]=2)=[CH:15][CH:14]=1)([O-:18])=[O:17]. The yield is 0.530. (6) The reactants are [OH:1]OS([O-])=O.[K+].[Br:7][C:8]1[CH:32]=[CH:31][C:11]([NH:12][C:13]2[C:22]3[C:17](=[CH:18][C:19]([O:25][CH2:26][CH2:27][S:28][CH2:29][CH3:30])=[C:20]([O:23][CH3:24])[CH:21]=3)[N:16]=[CH:15][N:14]=2)=[C:10]([F:33])[CH:9]=1. The catalyst is O.CO. The product is [Br:7][C:8]1[CH:32]=[CH:31][C:11]([NH:12][C:13]2[C:22]3[C:17](=[CH:18][C:19]([O:25][CH2:26][CH2:27][S:28]([CH2:29][CH3:30])=[O:1])=[C:20]([O:23][CH3:24])[CH:21]=3)[N:16]=[CH:15][N:14]=2)=[C:10]([F:33])[CH:9]=1. The yield is 0.310. (7) The reactants are [Cl:1][C:2]1[CH:3]=[C:4]2[C:9](=[CH:10][C:11]=1[Cl:12])[O:8][C:7](=[O:13])[C:6](C(O)=O)=[C:5]2[C:17]1[CH:22]=[CH:21][CH:20]=[CH:19][CH:18]=1.[C:23](Cl)(=[O:27])[C:24](Cl)=O.C1C[O:32]CC1. The catalyst is CN(C=O)C. The product is [Cl:1][C:2]1[CH:3]=[C:4]2[C:9](=[CH:10][C:11]=1[Cl:12])[O:8][C:7](=[O:13])[C:6]([CH2:24][C:23]([OH:27])=[O:32])=[C:5]2[C:17]1[CH:22]=[CH:21][CH:20]=[CH:19][CH:18]=1. The yield is 0.620.